This data is from Catalyst prediction with 721,799 reactions and 888 catalyst types from USPTO. The task is: Predict which catalyst facilitates the given reaction. (1) Reactant: [Cl:1][C:2]1[C:3]([N:13]2[CH2:18][CH2:17][NH:16][CH2:15][CH2:14]2)=[N:4][CH:5]=[C:6]([CH:12]=1)[C:7]([O:9][CH2:10][CH3:11])=[O:8].[N:19]([C:22]1[CH:27]=[CH:26][CH:25]=[CH:24][CH:23]=1)=[C:20]=[O:21]. Product: [NH:19]([C:20]([N:16]1[CH2:17][CH2:18][N:13]([C:3]2[C:2]([Cl:1])=[CH:12][C:6]([C:7]([O:9][CH2:10][CH3:11])=[O:8])=[CH:5][N:4]=2)[CH2:14][CH2:15]1)=[O:21])[C:22]1[CH:27]=[CH:26][CH:25]=[CH:24][CH:23]=1. The catalyst class is: 10. (2) The catalyst class is: 4. Reactant: C(OC([N:8]1[CH2:14][CH2:13][CH2:12][C@H:11]([N:15]([CH2:22][C:23]2[CH:28]=[C:27]([C:29]([F:32])([F:31])[F:30])[CH:26]=[C:25]([C:33]([F:36])([F:35])[F:34])[CH:24]=2)[C:16]2[N:17]=[N:18][N:19]([CH3:21])[N:20]=2)[C:10]2[CH:37]=[C:38]3[C:43](=[CH:44][C:9]1=2)[CH2:42][CH2:41][CH2:40][CH2:39]3)=O)(C)(C)C.FC(F)(F)C(O)=O. Product: [F:36][C:33]([F:34])([F:35])[C:25]1[CH:24]=[C:23]([CH:28]=[C:27]([C:29]([F:30])([F:31])[F:32])[CH:26]=1)[CH2:22][N:15]([C:16]1[N:17]=[N:18][N:19]([CH3:21])[N:20]=1)[C@H:11]1[CH2:12][CH2:13][CH2:14][NH:8][C:9]2[CH:44]=[C:43]3[C:38](=[CH:37][C:10]1=2)[CH2:39][CH2:40][CH2:41][CH2:42]3. (3) Reactant: [S:1]([C:5]1[S:9][C:8]([C:10]#[N:11])=[CH:7][CH:6]=1)(=[O:4])(=[O:3])[NH2:2].Cl.[NH2:13][OH:14].C(=O)([O-])[O-].[Na+].[Na+]. Product: [OH:14][NH:13][C:10]([C:8]1[S:9][C:5]([S:1](=[O:4])(=[O:3])[NH2:2])=[CH:6][CH:7]=1)=[NH:11]. The catalyst class is: 97. (4) Reactant: [CH3:1][O:2][C:3]([C:5]1[CH:10]=[CH:9][C:8]([C:11]2[CH:16]=[CH:15][C:14]([O:17][CH3:18])=[CH:13][C:12]=2[N+:19]([O-])=O)=[CH:7][CH:6]=1)=[O:4].C(OCC)(=O)C. Product: [CH3:1][O:2][C:3]([C:5]1[CH:10]=[CH:9][C:8]([C:11]2[CH:16]=[CH:15][C:14]([O:17][CH3:18])=[CH:13][C:12]=2[NH2:19])=[CH:7][CH:6]=1)=[O:4]. The catalyst class is: 29. (5) Reactant: [C:1]1(=[O:11])[NH:5][C:4](=[O:6])[C:3]2=[CH:7][CH:8]=[CH:9][CH:10]=[C:2]12.[C:25]1(P([C:25]2[CH:30]=[CH:29][CH:28]=[CH:27][CH:26]=2)[C:25]2[CH:30]=[CH:29][CH:28]=[CH:27][CH:26]=2)[CH:30]=[CH:29][CH:28]=[CH:27][CH:26]=1.CC[O:33][C:34](/[N:36]=[N:36]/[C:34]([O:33]CC)=[O:35])=[O:35].[C:43]1([CH3:49])[CH:48]=CC=C[CH:44]=1.[CH2:50]1COCC1. Product: [C:43]([O:35][C:34]([N:36]1[C@H:27]([CH2:26][N:5]2[C:1](=[O:11])[C:2]3[C:3](=[CH:7][CH:8]=[CH:9][CH:10]=3)[C:4]2=[O:6])[CH2:28][CH2:29][CH:30]2[CH:25]1[CH2:50]2)=[O:33])([CH3:49])([CH3:48])[CH3:44]. The catalyst class is: 6. (6) Reactant: [C:1]([C:4]1[C:12]2[C:7](=[CH:8][CH:9]=[CH:10][CH:11]=2)[N:6]([CH2:13][C:14]([OH:16])=O)[N:5]=1)(=[O:3])[NH2:2].FC(F)(F)C(O)=O.[OH:24][C:25]1([C:40]([F:43])([F:42])[F:41])[CH2:30][CH2:29][CH2:28][CH:27]([NH:31][C:32]([C@@H:34]2[CH2:39][C@@H:38]3[C@@H:36]([CH2:37]3)[NH:35]2)=[O:33])[CH2:26]1.CCN(C(C)C)C(C)C.CN(C(ON1N=NC2C=CC=CC1=2)=[N+](C)C)C.F[P-](F)(F)(F)(F)F. Product: [OH:24][C:25]1([C:40]([F:43])([F:41])[F:42])[CH2:30][CH2:29][CH2:28][CH:27]([NH:31][C:32]([C@@H:34]2[CH2:39][C@@H:38]3[C@@H:36]([CH2:37]3)[N:35]2[C:14](=[O:16])[CH2:13][N:6]2[C:7]3[C:12](=[CH:11][CH:10]=[CH:9][CH:8]=3)[C:4]([C:1]([NH2:2])=[O:3])=[N:5]2)=[O:33])[CH2:26]1. The catalyst class is: 3.